From a dataset of Full USPTO retrosynthesis dataset with 1.9M reactions from patents (1976-2016). Predict the reactants needed to synthesize the given product. (1) Given the product [OH:15][CH2:16][CH2:17][CH2:18][C:19]1[C:20]2[CH2:30][CH2:29][CH2:28][CH2:27][CH2:26][C:21]=2[NH:22][C:23]=1/[CH:24]=[C:8]1\[C:9](=[O:14])[NH:10][C:11]2[C:7]\1=[CH:6][C:5]([S:2]([CH3:1])(=[O:4])=[O:3])=[CH:13][CH:12]=2, predict the reactants needed to synthesize it. The reactants are: [CH3:1][S:2]([C:5]1[CH:6]=[C:7]2[C:11](=[CH:12][CH:13]=1)[NH:10][C:9](=[O:14])[CH2:8]2)(=[O:4])=[O:3].[OH:15][CH2:16][CH2:17][CH2:18][C:19]1[C:20]2[CH2:30][CH2:29][CH2:28][CH2:27][CH2:26][C:21]=2[NH:22][C:23]=1[CH:24]=O.N1CCCCC1. (2) Given the product [NH2:8][C:5]1[CH:6]=[CH:7][C:2]([F:1])=[C:3]([C@@:11]2([CH3:24])[N:20]=[C:19]([NH2:21])[C:14]3([CH2:18][CH2:17][CH2:16][CH2:15]3)[S:13](=[O:22])(=[O:23])[CH2:12]2)[CH:4]=1, predict the reactants needed to synthesize it. The reactants are: [F:1][C:2]1[CH:7]=[CH:6][C:5]([N+:8]([O-])=O)=[CH:4][C:3]=1[C@@:11]1([CH3:24])[N:20]=[C:19]([NH2:21])[C:14]2([CH2:18][CH2:17][CH2:16][CH2:15]2)[S:13](=[O:23])(=[O:22])[CH2:12]1.C(N(CC)CC)C. (3) Given the product [F:41][C:42]([F:47])([F:46])[C:43]([OH:45])=[O:44].[F:1][C:2]1[CH:40]=[CH:39][C:5]([C:6]([N:8]2[CH2:9][CH2:10][C:11]([CH2:15][N:16]3[C:21](=[O:22])[C:20]4[CH:23]=[CH:24][N:25]([CH:26]5[CH2:31][CH2:30][NH:29][CH2:28][CH2:27]5)[C:19]=4[N:18]=[CH:17]3)([OH:14])[CH2:12][CH2:13]2)=[O:7])=[CH:4][CH:3]=1, predict the reactants needed to synthesize it. The reactants are: [F:1][C:2]1[CH:40]=[CH:39][C:5]([C:6]([N:8]2[CH2:13][CH2:12][C:11]([CH2:15][N:16]3[C:21](=[O:22])[C:20]4[CH:23]=[CH:24][N:25]([CH:26]5[CH2:31][CH2:30][N:29](C(OC(C)(C)C)=O)[CH2:28][CH2:27]5)[C:19]=4[N:18]=[CH:17]3)([OH:14])[CH2:10][CH2:9]2)=[O:7])=[CH:4][CH:3]=1.[F:41][C:42]([F:47])([F:46])[C:43]([OH:45])=[O:44]. (4) The reactants are: [Br:1][C:2]1[CH:11]=[C:10]2[C:5]([C:6]([NH:15][CH2:16][CH2:17][CH2:18][CH2:19][Cl:20])=[C:7]([N+:12]([O-])=O)[CH:8]=[N:9]2)=[CH:4][CH:3]=1.S(S([O-])=O)([O-])=O.[Na+].[Na+]. Given the product [Br:1][C:2]1[CH:11]=[C:10]2[C:5]([C:6]([NH:15][CH2:16][CH2:17][CH2:18][CH2:19][Cl:20])=[C:7]([NH2:12])[CH:8]=[N:9]2)=[CH:4][CH:3]=1, predict the reactants needed to synthesize it. (5) Given the product [Cl:1][C:2]1[CH:3]=[C:4]([CH:7]=[CH:8][C:9]=1[N:11]1[CH2:16][CH2:15][NH:14][CH2:13][CH2:12]1)[C:5]#[N:6], predict the reactants needed to synthesize it. The reactants are: [Cl:1][C:2]1[CH:3]=[C:4]([CH:7]=[CH:8][C:9]=1F)[C:5]#[N:6].[NH:11]1[CH2:16][CH2:15][NH:14][CH2:13][CH2:12]1.C(=O)([O-])[O-].[K+].[K+]. (6) Given the product [CH2:1]([OH:133])[C@H:2]1[O:7][C@H:6]([O:8][CH2:9][C@H:10]2[O:15][C@H:14]([O:16][C@@H:17]3[C@@H:22]([OH:23])[C@@H:21]([O:24][CH2:25][C@H:26]4[O:31][C@H:30]([O:32][CH2:33][C@H:34]5[O:39][C@H:38]([O:40][CH2:41][C@H:42]6[O:47][C@H:46]([OH:48])[C@H:45]([OH:49])[C@@H:44]([OH:50])[C@@H:43]6[OH:51])[C@H:37]([OH:52])[C@@H:36]([O:53][C@H:54]6[O:59][C@H:58]([CH2:60][O:61][C@H:62]7[O:67][C@H:66]([CH2:68][OH:69])[C@@H:65]([OH:70])[C@H:64]([O:71][C@H:72]8[O:77][C@H:76]([CH2:78][O:79][C@H:80]9[O:85][C@H:84]([CH2:86][OH:87])[C@@H:83]([OH:88])[C@H:82]([O:89][C@H:90]%10[O:95][C@H:94]([CH2:96][O:97][C@H:98]%11[O:103][C@H:102]([CH2:104][OH:105])[C@@H:101]([OH:106])[C@H:100]([OH:107])[C@H:99]%11[OH:108])[C@@H:93]([OH:109])[C@H:92]([OH:110])[C@H:91]%10[OH:111])[C@H:81]9[OH:112])[C@@H:75]([OH:113])[C@H:74]([OH:114])[C@H:73]8[OH:115])[C@H:63]7[OH:116])[C@@H:57]([OH:117])[C@H:56]([OH:118])[C@H:55]6[OH:119])[C@@H:35]5[OH:120])[C@H:29]([OH:121])[C@@H:28]([OH:122])[C@@H:27]4[OH:123])[O:20][C@H:19]([CH2:124][OH:125])[C@H:18]3[OH:126])[C@H:13]([OH:127])[C@@H:12]([OH:128])[C@@H:11]2[OH:129])[C@H:5]([OH:130])[C@@H:4]([OH:131])[C@@H:3]1[OH:132].[CH:134]([CH:142]1[CH2:147][C:146](=[O:148])[O:145][C:143]1=[O:144])=[CH:135][CH2:136][CH2:137][CH2:138][CH2:139][CH2:140][CH3:141], predict the reactants needed to synthesize it. The reactants are: [CH2:1]([OH:133])[C@H:2]1[O:7][C@H:6]([O:8][CH2:9][C@H:10]2[O:15][C@H:14]([O:16][C@@H:17]3[C@@H:22]([OH:23])[C@@H:21]([O:24][CH2:25][C@H:26]4[O:31][C@H:30]([O:32][CH2:33][C@H:34]5[O:39][C@H:38]([O:40][CH2:41][C@H:42]6[O:47][C@H:46]([OH:48])[C@H:45]([OH:49])[C@@H:44]([OH:50])[C@@H:43]6[OH:51])[C@H:37]([OH:52])[C@@H:36]([O:53][C@H:54]6[O:59][C@H:58]([CH2:60][O:61][C@H:62]7[O:67][C@H:66]([CH2:68][OH:69])[C@@H:65]([OH:70])[C@H:64]([O:71][C@H:72]8[O:77][C@H:76]([CH2:78][O:79][C@H:80]9[O:85][C@H:84]([CH2:86][OH:87])[C@@H:83]([OH:88])[C@H:82]([O:89][C@H:90]%10[O:95][C@H:94]([CH2:96][O:97][C@H:98]%11[O:103][C@H:102]([CH2:104][OH:105])[C@@H:101]([OH:106])[C@H:100]([OH:107])[C@H:99]%11[OH:108])[C@@H:93]([OH:109])[C@H:92]([OH:110])[C@H:91]%10[OH:111])[C@H:81]9[OH:112])[C@@H:75]([OH:113])[C@H:74]([OH:114])[C@H:73]8[OH:115])[C@H:63]7[OH:116])[C@@H:57]([OH:117])[C@H:56]([OH:118])[C@H:55]6[OH:119])[C@@H:35]5[OH:120])[C@H:29]([OH:121])[C@@H:28]([OH:122])[C@@H:27]4[OH:123])[O:20][C@H:19]([CH2:124][OH:125])[C@H:18]3[OH:126])[C@H:13]([OH:127])[C@@H:12]([OH:128])[C@@H:11]2[OH:129])[C@H:5]([OH:130])[C@@H:4]([OH:131])[C@@H:3]1[OH:132].[CH:134]([CH:142]1[CH2:147][C:146](=[O:148])[O:145][C:143]1=[O:144])=[CH:135][CH2:136][CH2:137][CH2:138][CH2:139][CH2:140][CH3:141]. (7) The reactants are: [CH3:1][C:2]1[S:6][C:5]([NH:7][C:8](=[O:31])[C:9]2[CH:14]=[CH:13][C:12]([O:15][C:16]3[CH:21]=[CH:20][N:19]=[C:18]4[NH:22][N:23]=[C:24]([CH:25]5[CH2:30][CH2:29][CH2:28][NH:27][CH2:26]5)[C:17]=34)=[CH:11][CH:10]=2)=[N:4][CH:3]=1.[CH3:32][N:33]1[CH2:38][CH2:37][CH:36]([C:39](O)=[O:40])[CH2:35][CH2:34]1.C1C=CC2N(O)N=NC=2C=1.CCN=C=NCCCN(C)C.Cl.C([O-])(O)=O.[Na+]. Given the product [CH3:1][C:2]1[S:6][C:5]([NH:7][C:8](=[O:31])[C:9]2[CH:10]=[CH:11][C:12]([O:15][C:16]3[CH:21]=[CH:20][N:19]=[C:18]4[NH:22][N:23]=[C:24]([CH:25]5[CH2:30][CH2:29][CH2:28][N:27]([C:39]([CH:36]6[CH2:37][CH2:38][N:33]([CH3:32])[CH2:34][CH2:35]6)=[O:40])[CH2:26]5)[C:17]=34)=[CH:13][CH:14]=2)=[N:4][CH:3]=1, predict the reactants needed to synthesize it. (8) Given the product [NH:1]1[C:9]2[C:4](=[CH:5][CH:6]=[CH:7][CH:8]=2)[C:3](/[CH:10]=[CH:11]/[C:12]2[CH:13]=[CH:14][C:15]([C:16]([N:18]3[CH2:19][CH2:20][CH:21]([NH:24][C:40]([N:34]4[CH2:39][CH2:38][O:37][CH2:36][CH2:35]4)=[O:41])[CH2:22][CH2:23]3)=[O:17])=[CH:25][CH:26]=2)=[N:2]1, predict the reactants needed to synthesize it. The reactants are: [NH:1]1[C:9]2[C:4](=[CH:5][CH:6]=[CH:7][CH:8]=2)[C:3](/[CH:10]=[CH:11]/[C:12]2[CH:26]=[CH:25][C:15]([C:16]([N:18]3[CH2:23][CH2:22][CH:21]([NH2:24])[CH2:20][CH2:19]3)=[O:17])=[CH:14][CH:13]=2)=[N:2]1.C(N(CC)CC)C.[N:34]1([C:40](Cl)=[O:41])[CH2:39][CH2:38][O:37][CH2:36][CH2:35]1.Cl.C(N=C=NCCCN(C)C)C. (9) Given the product [C:1]([O:5][C:6]([N:8]1[CH2:13][CH2:12][CH:11]([N:14]2[C:18]3=[N:19][CH:20]=[N:21][C:22]([O:38][C:32]4[CH:33]=[CH:34][C:35]([Cl:37])=[CH:36][C:31]=4[Cl:30])=[C:17]3[CH:16]=[N:15]2)[CH2:10][CH2:9]1)=[O:7])([CH3:2])([CH3:4])[CH3:3], predict the reactants needed to synthesize it. The reactants are: [C:1]([O:5][C:6]([N:8]1[CH2:13][CH2:12][CH:11]([N:14]2[C:18]3=[N:19][CH:20]=[N:21][C:22](Cl)=[C:17]3[CH:16]=[N:15]2)[CH2:10][CH2:9]1)=[O:7])([CH3:4])([CH3:3])[CH3:2].C(=O)([O-])[O-].[K+].[K+].[Cl:30][C:31]1[CH:36]=[C:35]([Cl:37])[CH:34]=[CH:33][C:32]=1[OH:38].